From a dataset of Forward reaction prediction with 1.9M reactions from USPTO patents (1976-2016). Predict the product of the given reaction. (1) Given the reactants [CH3:1][S:2](Cl)(=[O:4])=[O:3].[C:6]1([C@@H:12]([NH2:14])[CH3:13])[CH:11]=[CH:10][CH:9]=[CH:8][CH:7]=1, predict the reaction product. The product is: [C:6]1([C@@H:12]([NH:14][S:2]([CH3:1])(=[O:4])=[O:3])[CH3:13])[CH:11]=[CH:10][CH:9]=[CH:8][CH:7]=1. (2) Given the reactants [H-].[Na+].[CH2:3]([OH:15])[CH2:4][O:5][CH2:6][CH2:7][O:8][CH2:9][CH2:10][O:11][CH2:12][CH2:13]O.S([O-])(=O)(=O)C.[CH2:21]([O:28][CH2:29][CH2:30][O:31][CH2:32][CH2:33][O:34][CH2:35][CH2:36][O:37][CH2:38][CH2:39][OH:40])[C:22]1[CH:27]=[CH:26][CH:25]=[CH:24][CH:23]=1, predict the reaction product. The product is: [CH2:21]([O:28][CH2:29][CH2:30][O:31][CH2:32][CH2:33][O:34][CH2:35][CH2:36][O:37][CH2:38][CH2:39][O:40][CH2:13][CH2:12][O:11][CH2:10][CH2:9][O:8][CH2:7][CH2:6][O:5][CH2:4][CH2:3][OH:15])[C:22]1[CH:23]=[CH:24][CH:25]=[CH:26][CH:27]=1. (3) Given the reactants [C:1]([N:4]1[CH2:9][CH2:8][O:7][CH2:6][CH2:5]1)(=[O:3])[CH3:2].S(OC)([O:13][CH3:14])(=O)=O.[CH3:17][O-].[Na+], predict the reaction product. The product is: [CH3:17][O:3][C:1]([N:4]1[CH2:9][CH2:8][O:7][CH2:6][CH2:5]1)([O:13][CH3:14])[CH3:2]. (4) Given the reactants [F:1][C:2]1[CH:14]=[CH:13][C:5]([C:6]([O:8][C:9]([CH3:12])([CH3:11])[CH3:10])=[O:7])=[CH:4][C:3]=1[CH3:15].BrN1C(=O)CCC1=O.[CH2:24]([NH2:31])[C:25]1[CH:30]=[CH:29][CH:28]=[CH:27][CH:26]=1, predict the reaction product. The product is: [F:1][C:2]1[CH:14]=[CH:13][C:5]([C:6]([O:8][C:9]([CH3:10])([CH3:11])[CH3:12])=[O:7])=[CH:4][C:3]=1[CH2:15][NH:31][CH2:24][C:25]1[CH:30]=[CH:29][CH:28]=[CH:27][CH:26]=1.